This data is from Catalyst prediction with 721,799 reactions and 888 catalyst types from USPTO. The task is: Predict which catalyst facilitates the given reaction. (1) Reactant: [CH3:1][O:2][C:3]([CH:5]1[C:11](=[O:12])[CH2:10][CH:9]2[N:13]([CH3:14])[CH:6]1[CH2:7][CH2:8]2)=[O:4].[H-].[Na+].N(C1C=CC=CC=1)([S:18]([C:21]([F:24])([F:23])[F:22])(=[O:20])=[O:19])[S:18]([C:21]([F:24])([F:23])[F:22])(=[O:20])=[O:19]. Product: [CH3:1][O:2][C:3]([C:5]1[C@@H:6]2[N:13]([CH3:14])[C@H:9]([CH2:10][C:11]=1[O:12][S:18]([C:21]([F:24])([F:23])[F:22])(=[O:20])=[O:19])[CH2:8][CH2:7]2)=[O:4]. The catalyst class is: 1. (2) Reactant: [NH2:1][C:2]1[N:7]=[C:6]([N:8]2[CH2:13][CH2:12][CH2:11][C@H:10]([C:14]([NH:16][C:17]3[CH:22]=[CH:21][C:20]([F:23])=[C:19]([F:24])[CH:18]=3)=[O:15])[CH2:9]2)[CH:5]=[C:4]([C:25]2[CH:30]=[CH:29][C:28]([C:31]#[N:32])=[C:27](F)[CH:26]=2)[N:3]=1.CCN(C(C)C)C(C)C.[NH2:43][NH2:44]. Product: [NH2:1][C:2]1[N:7]=[C:6]([N:8]2[CH2:13][CH2:12][CH2:11][C@H:10]([C:14]([NH:16][C:17]3[CH:22]=[CH:21][C:20]([F:23])=[C:19]([F:24])[CH:18]=3)=[O:15])[CH2:9]2)[CH:5]=[C:4]([C:25]2[CH:30]=[C:29]3[C:28]([C:31]([NH2:32])=[N:43][NH:44]3)=[CH:27][CH:26]=2)[N:3]=1. The catalyst class is: 14.